From a dataset of CYP3A4 inhibition data for predicting drug metabolism from PubChem BioAssay. Regression/Classification. Given a drug SMILES string, predict its absorption, distribution, metabolism, or excretion properties. Task type varies by dataset: regression for continuous measurements (e.g., permeability, clearance, half-life) or binary classification for categorical outcomes (e.g., BBB penetration, CYP inhibition). Dataset: cyp3a4_veith. (1) The molecule is Cc1ccc(N(C(=O)C(F)(F)F)C(C(=O)NC2CCCCC2)c2cccs2)cc1C. The result is 1 (inhibitor). (2) The molecule is CN(C)c1ccc(-c2nc(-n3ccnc3)c3ccccc3n2)cc1. The result is 1 (inhibitor).